This data is from Full USPTO retrosynthesis dataset with 1.9M reactions from patents (1976-2016). The task is: Predict the reactants needed to synthesize the given product. (1) Given the product [NH2:11][C:10]1[CH:9]=[CH:8][C:4]([C:5]([OH:7])=[O:6])=[CH:3][C:2]=1[CH3:1], predict the reactants needed to synthesize it. The reactants are: [CH3:1][C:2]1[CH:3]=[C:4]([CH:8]=[CH:9][C:10]=1[N+:11]([O-])=O)[C:5]([OH:7])=[O:6]. (2) Given the product [C:42]([NH:1][C:2]1[CH:7]=[C:6]([O:8][C:9]2[CH:10]=[CH:11][C:12]([NH:15][C:16]([C:18]3[C:22](=[O:23])[N:21]([C:24]4[CH:25]=[CH:26][CH:27]=[CH:28][CH:29]=4)[N:20]4[CH2:30][CH2:31][CH2:32][C:19]=34)=[O:17])=[N:13][CH:14]=2)[CH:5]=[CH:4][N:3]=1)(=[O:43])[CH3:41], predict the reactants needed to synthesize it. The reactants are: [NH2:1][C:2]1[CH:7]=[C:6]([O:8][C:9]2[CH:10]=[CH:11][C:12]([NH:15][C:16]([C:18]3[C:22](=[O:23])[N:21]([C:24]4[CH:29]=[CH:28][CH:27]=[CH:26][CH:25]=4)[N:20]4[CH2:30][CH2:31][CH2:32][C:19]=34)=[O:17])=[N:13][CH:14]=2)[CH:5]=[CH:4][N:3]=1.CCN(CC)CC.O.[CH3:41][CH2:42][O:43]C(C)=O. (3) Given the product [Br:7][C:8]1[CH:9]=[CH:10][C:11]([O:17][C:21]2[CH:22]=[CH:23][CH:24]=[C:19]([F:18])[N:20]=2)=[C:12]([CH:16]=1)[C:13]([OH:15])=[O:14], predict the reactants needed to synthesize it. The reactants are: C(=O)([O-])[O-].[Cs+].[Cs+].[Br:7][C:8]1[CH:16]=[C:12]([C:13]([OH:15])=[O:14])[C:11]([OH:17])=[CH:10][CH:9]=1.[F:18][C:19]1[CH:24]=[CH:23][CH:22]=[C:21](F)[N:20]=1.Cl. (4) Given the product [CH:11]([C:6]1([CH2:5][CH2:4][OH:3])[O:10][CH2:9][CH2:8][O:7]1)([CH3:13])[CH3:12], predict the reactants needed to synthesize it. The reactants are: C([O:3][C:4](=O)[CH2:5][C:6]1([CH:11]([CH3:13])[CH3:12])[O:10][CH2:9][CH2:8][O:7]1)C.[BH4-].[Na+]. (5) Given the product [CH3:15][CH:14]([CH3:16])[C:13](=[O:21])[CH2:9][C:8]1[CH:11]=[CH:12][C:5]([CH3:4])=[CH:6][CH:7]=1, predict the reactants needed to synthesize it. The reactants are: [Mg].II.[CH3:4][C:5]1[CH:12]=[CH:11][C:8]([CH2:9]Cl)=[CH:7][CH:6]=1.[C:13](#N)[CH:14]([CH3:16])[CH3:15].Cl.C([O:21]CC)C.